The task is: Predict the product of the given reaction.. This data is from Forward reaction prediction with 1.9M reactions from USPTO patents (1976-2016). (1) Given the reactants C[N:2]1[CH:6]=[C:5]([C:7]2[CH:12]=[CH:11][N:10]=[CH:9][CH:8]=2)[C:4]([C:13]2[CH:30]=[CH:29][C:16]([O:17][CH2:18][C:19]3[CH:28]=[CH:27][C:26]4[C:21](=[CH:22][CH:23]=[CH:24][CH:25]=4)[N:20]=3)=[CH:15][CH:14]=2)=[N:3]1.N([CH2:33][C:34]([CH3:37])([OH:36])[CH3:35])N, predict the reaction product. The product is: [CH3:33][C:34]([OH:36])([CH3:37])[CH2:35][N:3]1[C:4]([C:13]2[CH:14]=[CH:15][C:16]([O:17][CH2:18][C:19]3[CH:28]=[CH:27][C:26]4[C:21](=[CH:22][CH:23]=[CH:24][CH:25]=4)[N:20]=3)=[CH:29][CH:30]=2)=[C:5]([C:7]2[CH:12]=[CH:11][N:10]=[CH:9][CH:8]=2)[CH:6]=[N:2]1. (2) Given the reactants [NH2:1][C:2]1([C:23](OC)=[O:24])[CH2:6][CH2:5][CH:4]([C:7]2[CH:16]=[CH:15][C:14]3[CH2:13][CH:12]([CH2:17][CH2:18][CH2:19][CH2:20][CH2:21][CH3:22])[CH2:11][CH2:10][C:9]=3[N:8]=2)[CH2:3]1.[C:27]([OH:33])([C:29]([F:32])([F:31])[F:30])=[O:28].[BH4-].[Na+], predict the reaction product. The product is: [NH2:1][C:2]1([CH2:23][OH:24])[CH2:6][CH2:5][CH:4]([C:7]2[CH:16]=[CH:15][C:14]3[CH2:13][CH:12]([CH2:17][CH2:18][CH2:19][CH2:20][CH2:21][CH3:22])[CH2:11][CH2:10][C:9]=3[N:8]=2)[CH2:3]1.[C:27]([OH:33])([C:29]([F:32])([F:31])[F:30])=[O:28]. (3) Given the reactants [CH2:1]([O:8][C:9]1[CH:10]=[C:11]2[C:15](=[CH:16][C:17]=1[Br:18])[NH:14][N:13]=[CH:12]2)[C:2]1[CH:7]=[CH:6][CH:5]=[CH:4][CH:3]=1.[O:19]1[CH:24]=[CH:23][CH2:22][CH2:21][CH2:20]1.CS(O)(=O)=O.C([O-])(O)=O.[Na+], predict the reaction product. The product is: [CH2:1]([O:8][C:9]1[CH:10]=[C:11]2[C:15](=[CH:16][C:17]=1[Br:18])[N:14]([CH:20]1[CH2:21][CH2:22][CH2:23][CH2:24][O:19]1)[N:13]=[CH:12]2)[C:2]1[CH:3]=[CH:4][CH:5]=[CH:6][CH:7]=1. (4) Given the reactants [Cl:1][C:2]1[C:3]2[NH:4][C:5]3[CH:6]=[C:7]4[C:11](=[C:12]([CH:26]=3)[CH2:13][CH2:14][C:15]3[CH:25]=[C:19]([NH:20][C:21]([N:24]=2)=[N:22][CH:23]=1)[CH:18]=[CH:17][CH:16]=3)[O:10][C:9](=[O:27])[N:8]4[CH2:28][C:29]([O:31]C)=[O:30].B(Br)(Br)Br, predict the reaction product. The product is: [Cl:1][C:2]1[C:3]2[NH:4][C:5]3[CH:6]=[C:7]4[C:11](=[C:12]([CH:26]=3)[CH2:13][CH2:14][C:15]3[CH:25]=[C:19]([NH:20][C:21]([N:24]=2)=[N:22][CH:23]=1)[CH:18]=[CH:17][CH:16]=3)[O:10][C:9](=[O:27])[N:8]4[CH2:28][C:29]([OH:31])=[O:30].